This data is from Catalyst prediction with 721,799 reactions and 888 catalyst types from USPTO. The task is: Predict which catalyst facilitates the given reaction. (1) Reactant: [F:1][C:2]1[CH:36]=[C:35]([N+:37]([O-])=O)[CH:34]=[CH:33][C:3]=1[O:4][C:5]1[C:10]2[S:11][C:12]([C:14]3[N:19]=[C:18]([CH2:20][N:21]([CH2:29][CH2:30][O:31][CH3:32])[C:22](=[O:28])[O:23][C:24]([CH3:27])([CH3:26])[CH3:25])[CH:17]=[CH:16][CH:15]=3)=[CH:13][C:9]=2C=[CH:7][CH:6]=1.[NH4+:40].[Cl-].CCO. Product: [NH2:37][C:35]1[CH:34]=[CH:33][C:3]([O:4][C:5]2[CH:6]=[CH:7][N:40]=[C:9]3[CH:13]=[C:12]([C:14]4[N:19]=[C:18]([CH2:20][N:21]([CH2:29][CH2:30][O:31][CH3:32])[C:22](=[O:28])[O:23][C:24]([CH3:25])([CH3:27])[CH3:26])[CH:17]=[CH:16][CH:15]=4)[S:11][C:10]=23)=[C:2]([F:1])[CH:36]=1. The catalyst class is: 150. (2) Reactant: [H-].[Na+].[CH3:3][O:4][C:5]([CH3:10])([CH3:9])[CH2:6][CH2:7][OH:8].CC1C=CC(S(O[CH2:22][CH2:23][C:24]([O:27][CH3:28])([CH3:26])[CH3:25])(=O)=O)=CC=1.C(OCC)C. Product: [CH3:3][O:4][C:5]([CH3:10])([CH3:9])[CH2:6][CH2:7][O:8][CH2:22][CH2:23][C:24]([O:27][CH3:28])([CH3:26])[CH3:25]. The catalyst class is: 1. (3) Reactant: [Cl:1][C:2]1[CH:3]=[C:4]([CH:9]=[CH:10][C:11]=1[C:12]1[N:16]=[C:15]([C:17]2[N:18]=[C:19]3[C:24]([Cl:25])=[CH:23][C:22]([C:26]([F:29])([F:28])[F:27])=[CH:21][N:20]3[CH:30]=2)[O:14][N:13]=1)[O:5][CH2:6][CH:7]=O.[NH3:31].C(O)(=O)C.[C-:36]#[N:37].[Na+]. Product: [NH2:31][CH:7]([CH2:6][O:5][C:4]1[CH:9]=[CH:10][C:11]([C:12]2[N:16]=[C:15]([C:17]3[N:18]=[C:19]4[C:24]([Cl:25])=[CH:23][C:22]([C:26]([F:28])([F:27])[F:29])=[CH:21][N:20]4[CH:30]=3)[O:14][N:13]=2)=[C:2]([Cl:1])[CH:3]=1)[C:36]#[N:37]. The catalyst class is: 5. (4) Reactant: [Br:1][C:2]1[C:3](Cl)=[N:4][CH:5]=[C:6]([CH:11]=1)[C:7]([O:9][CH3:10])=[O:8].[CH3:13][O-:14].[Na+]. Product: [Br:1][C:2]1[C:3]([O:14][CH3:13])=[N:4][CH:5]=[C:6]([CH:11]=1)[C:7]([O:9][CH3:10])=[O:8]. The catalyst class is: 5. (5) Reactant: [N+:1]([C:4]1[CH:5]=[C:6]([CH2:10][C:11](=[O:18])[CH2:12][C:13]([O:15][CH2:16][CH3:17])=[O:14])[CH:7]=[CH:8][CH:9]=1)([O-:3])=[O:2].[BH4-].[Na+].Cl. Product: [N+:1]([C:4]1[CH:5]=[C:6]([CH2:10][CH:11]([OH:18])[CH2:12][C:13]([O:15][CH2:16][CH3:17])=[O:14])[CH:7]=[CH:8][CH:9]=1)([O-:3])=[O:2]. The catalyst class is: 125. (6) Reactant: [Si]([O:8][C:9]1[CH:14]=[C:13]([O:15][Si](C(C)(C)C)(C)C)[CH:12]=[CH:11][C:10]=1[CH:23]1[CH2:28][CH2:27][C:26]([OH:34])([C:29]([O:31][CH2:32][CH3:33])=[O:30])[CH2:25][CH2:24]1)(C(C)(C)C)(C)C. Product: [OH:8][C:9]1[CH:14]=[C:13]([OH:15])[CH:12]=[CH:11][C:10]=1[CH:23]1[CH2:28][CH2:27][C:26]([OH:34])([C:29]([O:31][CH2:32][CH3:33])=[O:30])[CH2:25][CH2:24]1. The catalyst class is: 5. (7) Product: [C:20]([Si:7]([O:6][CH2:5][C:4]1[CH:24]=[CH:25][CH:26]=[CH:27][C:3]=1[CH2:2][S:35]([C:32]1[CH:33]=[CH:34][C:29]([Cl:28])=[CH:30][CH:31]=1)(=[O:37])=[O:36])([C:14]1[CH:15]=[CH:16][CH:17]=[CH:18][CH:19]=1)[C:8]1[CH:13]=[CH:12][CH:11]=[CH:10][CH:9]=1)([CH3:21])([CH3:23])[CH3:22]. Reactant: Br[CH2:2][C:3]1[CH:27]=[CH:26][CH:25]=[CH:24][C:4]=1[CH2:5][O:6][Si:7]([C:20]([CH3:23])([CH3:22])[CH3:21])([C:14]1[CH:19]=[CH:18][CH:17]=[CH:16][CH:15]=1)[C:8]1[CH:13]=[CH:12][CH:11]=[CH:10][CH:9]=1.[Cl:28][C:29]1[CH:34]=[CH:33][C:32]([S:35]([O-:37])=[O:36])=[CH:31][CH:30]=1.[Na+]. The catalyst class is: 259. (8) Reactant: [OH:1][C@H:2]([CH2:19][NH:20][C:21]([CH3:34])([CH3:33])[CH2:22][C:23]1[CH:32]=[CH:31][C:30]2[C:25](=[CH:26][CH:27]=[CH:28][CH:29]=2)[CH:24]=1)[CH2:3][O:4][C@@H:5]([C:7]1[CH:12]=[CH:11][CH:10]=[CH:9][C:8]=1[CH2:13][CH2:14][C:15]([O:17]C)=[O:16])[CH3:6].[OH-].[Na+]. Product: [OH:1][C@H:2]([CH2:19][NH:20][C:21]([CH3:33])([CH3:34])[CH2:22][C:23]1[CH:32]=[CH:31][C:30]2[C:25](=[CH:26][CH:27]=[CH:28][CH:29]=2)[CH:24]=1)[CH2:3][O:4][C@@H:5]([C:7]1[CH:12]=[CH:11][CH:10]=[CH:9][C:8]=1[CH2:13][CH2:14][C:15]([OH:17])=[O:16])[CH3:6]. The catalyst class is: 111. (9) Reactant: [Br:1][C:2]1[CH:3]=[CH:4][C:5]([O:19][CH3:20])=[C:6]2[C:11]=1[N:10]=[C:9]([C:12]1[CH:13]=[N:14][CH:15]=[CH:16][CH:17]=1)[NH:8][C:7]2=O.F[P-](F)(F)(F)(F)F.[N:28]1(O[P+](N(C)C)(N(C)C)N(C)C)[C:32]2C=CC=CC=2N=N1.N12CCCN=C1CCCCC2.CN. Product: [Br:1][C:2]1[CH:3]=[CH:4][C:5]([O:19][CH3:20])=[C:6]2[C:11]=1[N:10]=[C:9]([C:12]1[CH:13]=[N:14][CH:15]=[CH:16][CH:17]=1)[N:8]=[C:7]2[NH:28][CH3:32]. The catalyst class is: 18. (10) Reactant: C([N-]C(C)C)(C)C.[Li+].[CH2:9]([O:11][CH2:12][N:13]1[CH:20]=[C:19]([CH:21]([CH3:23])[CH3:22])[C:17](=[O:18])[NH:16][C:14]1=[O:15])[CH3:10].[CH:24](=[O:31])[C:25]1[CH:30]=[CH:29][CH:28]=[CH:27][CH:26]=1.[C:32](O)(=[O:34])[CH3:33]. Product: [C:32]([O:31][CH:24]([C:20]1[N:13]([CH2:12][O:11][CH2:9][CH3:10])[C:14](=[O:15])[NH:16][C:17](=[O:18])[C:19]=1[CH:21]([CH3:22])[CH3:23])[C:25]1[CH:30]=[CH:29][CH:28]=[CH:27][CH:26]=1)(=[O:34])[CH3:33]. The catalyst class is: 334.